From a dataset of Forward reaction prediction with 1.9M reactions from USPTO patents (1976-2016). Predict the product of the given reaction. (1) Given the reactants [F:1][C:2]1([F:26])[O:6][C:5]2[CH:7]=[CH:8][C:9]([N:11]3[CH2:24][CH2:23][C:13]4([CH2:22][CH2:21][C:16]5(OCC[O:17]5)[CH2:15][CH2:14]4)[C:12]3=[O:25])=[CH:10][C:4]=2[O:3]1.Cl, predict the reaction product. The product is: [F:26][C:2]1([F:1])[O:6][C:5]2[CH:7]=[CH:8][C:9]([N:11]3[CH2:24][CH2:23][C:13]4([CH2:14][CH2:15][C:16](=[O:17])[CH2:21][CH2:22]4)[C:12]3=[O:25])=[CH:10][C:4]=2[O:3]1. (2) Given the reactants [Cl:1][C:2]1[CH:3]=[C:4]([Mg]Br)[CH:5]=[CH:6][C:7]=1[F:8].[CH3:11][O:12][C:13]1[CH:14]=[C:15]([CH:24]=[CH:25][CH:26]=1)[CH2:16][N:17]1[CH2:22][CH2:21][C:20](=[O:23])[CH2:19][CH2:18]1, predict the reaction product. The product is: [Cl:1][C:2]1[CH:3]=[C:4]([C:20]2([OH:23])[CH2:19][CH2:18][N:17]([CH2:16][C:15]3[CH:24]=[CH:25][CH:26]=[C:13]([O:12][CH3:11])[CH:14]=3)[CH2:22][CH2:21]2)[CH:5]=[CH:6][C:7]=1[F:8]. (3) Given the reactants [F:1][CH:2]([F:11])[N:3]1[CH:7]=[CH:6][C:5]([C:8]([OH:10])=[O:9])=[N:4]1.S(=O)(=O)(O)O.[CH3:17]O, predict the reaction product. The product is: [CH3:17][O:9][C:8]([C:5]1[CH:6]=[CH:7][N:3]([CH:2]([F:1])[F:11])[N:4]=1)=[O:10]. (4) Given the reactants [Si:1]([O:18][C:19]([CH3:37])([CH2:32][CH2:33][CH2:34][CH2:35][CH3:36])/[CH:20]=[CH:21]/[C@@H:22]1[C@@H:29]2[C@@H:25]([O:26][C:27](=[O:30])[CH2:28]2)[CH2:24][C@H:23]1[OH:31])([C:14]([CH3:17])([CH3:16])[CH3:15])([C:8]1[CH:13]=[CH:12][CH:11]=[CH:10][CH:9]=1)[C:2]1[CH:7]=[CH:6][CH:5]=[CH:4][CH:3]=1.[O:38]1[CH:43]=[CH:42][CH2:41][CH2:40][CH2:39]1.C1(C)C=CC(S(O)(=O)=O)=CC=1, predict the reaction product. The product is: [Si:1]([O:18][C:19]([CH3:37])([CH2:32][CH2:33][CH2:34][CH2:35][CH3:36])/[CH:20]=[CH:21]/[C@@H:22]1[C@@H:29]2[C@@H:25]([O:26][C:27](=[O:30])[CH2:28]2)[CH2:24][C@H:23]1[O:31][CH:39]1[CH2:40][CH2:41][CH2:42][CH2:43][O:38]1)([C:14]([CH3:16])([CH3:17])[CH3:15])([C:8]1[CH:13]=[CH:12][CH:11]=[CH:10][CH:9]=1)[C:2]1[CH:7]=[CH:6][CH:5]=[CH:4][CH:3]=1. (5) Given the reactants [C:1]([C:3]1[CH:4]=[C:5]([CH:9]=[CH:10][C:11]=1[O:12][CH:13]([CH3:15])[CH3:14])[C:6]([OH:8])=O)#[N:2].CCN=C=NCCCN(C)C.C1C=CC2N(O)N=NC=2C=1.[CH2:37]([C:39]1[C:44](/[C:45](/[NH:48]O)=[N:46]/[H])=[CH:43][CH:42]=[CH:41][C:40]=1[O:50][CH2:51][CH2:52][CH2:53][C:54]([O:56][CH2:57][CH3:58])=[O:55])[CH3:38].CCCC[N+](CCCC)(CCCC)CCCC.[F-], predict the reaction product. The product is: [C:1]([C:3]1[CH:4]=[C:5]([C:6]2[O:8][N:48]=[C:45]([C:44]3[C:39]([CH2:37][CH3:38])=[C:40]([O:50][CH2:51][CH2:52][CH2:53][C:54]([O:56][CH2:57][CH3:58])=[O:55])[CH:41]=[CH:42][CH:43]=3)[N:46]=2)[CH:9]=[CH:10][C:11]=1[O:12][CH:13]([CH3:15])[CH3:14])#[N:2].